This data is from Reaction yield outcomes from USPTO patents with 853,638 reactions. The task is: Predict the reaction yield, written as a fraction of the theoretical maximum amount of product (1.0 means a 100% yield; for example, 0.34 means a 34% yield). The reactants are Cl[C:2]1[N:7]=[C:6]([CH3:8])[N:5]=[C:4]([N:9]2[CH2:17][C:16]3[C:11](=[CH:12][CH:13]=[C:14]([C:18]([NH:20][CH2:21][C:22]4[CH:27]=[CH:26][CH:25]=[CH:24][C:23]=4[C:28]([F:31])([F:30])[F:29])=[O:19])[CH:15]=3)[CH2:10]2)[CH:3]=1.[CH3:32][NH2:33].CCO. No catalyst specified. The product is [CH3:8][C:6]1[N:5]=[C:4]([N:9]2[CH2:17][C:16]3[C:11](=[CH:12][CH:13]=[C:14]([C:18]([NH:20][CH2:21][C:22]4[CH:27]=[CH:26][CH:25]=[CH:24][C:23]=4[C:28]([F:31])([F:30])[F:29])=[O:19])[CH:15]=3)[CH2:10]2)[CH:3]=[C:2]([NH:33][CH3:32])[N:7]=1. The yield is 0.700.